Task: Predict the reactants needed to synthesize the given product.. Dataset: Full USPTO retrosynthesis dataset with 1.9M reactions from patents (1976-2016) (1) Given the product [C:31]1([CH2:30][N:13]2[CH:12]=[C:11]([CH2:10][CH2:9][NH:8][C:47]([CH:44]3[CH2:45][CH2:46][O:41][CH2:42][CH2:43]3)=[O:48])[S:15]/[C:14]/2=[N:16]\[S:17]([C:20]2[CH:29]=[CH:28][CH:27]=[CH:26][C:21]=2[C:22]([O:24][CH3:25])=[O:23])(=[O:18])=[O:19])[C:40]2[C:35](=[CH:36][CH:37]=[CH:38][CH:39]=2)[CH:34]=[CH:33][CH:32]=1, predict the reactants needed to synthesize it. The reactants are: FC(F)(F)C(O)=O.[NH2:8][CH2:9][CH2:10][C:11]1[S:15]/[C:14](=[N:16]\[S:17]([C:20]2[CH:29]=[CH:28][CH:27]=[CH:26][C:21]=2[C:22]([O:24][CH3:25])=[O:23])(=[O:19])=[O:18])/[N:13]([CH2:30][C:31]2[C:40]3[C:35](=[CH:36][CH:37]=[CH:38][CH:39]=3)[CH:34]=[CH:33][CH:32]=2)[CH:12]=1.[O:41]1[CH2:46][CH2:45][CH:44]([C:47](O)=[O:48])[CH2:43][CH2:42]1.C(OC(NCCC1S/C(=N\S(C2C=CC=CC=2C(OC)=O)(=O)=O)/N(CC2C3C(=CC=CC=3)C=CC=2)C=1)=O)(C)(C)C. (2) Given the product [CH3:33][N:34]([CH3:35])[CH2:2][CH2:3][N:4]1[C:29](=[O:30])[N:7]2[CH:8]([C:22]3[CH:27]=[CH:26][CH:25]=[C:24]([OH:28])[CH:23]=3)[C:9]3[NH:10][C:11]4[C:16]([C:17]=3[CH2:18][C:6]2([CH3:31])[C:5]1=[O:32])=[CH:15][C:14]([O:19][CH2:20][CH3:21])=[CH:13][CH:12]=4, predict the reactants needed to synthesize it. The reactants are: Br[CH2:2][CH2:3][N:4]1[C:29](=[O:30])[N:7]2[CH:8]([C:22]3[CH:27]=[CH:26][CH:25]=[C:24]([OH:28])[CH:23]=3)[C:9]3[NH:10][C:11]4[C:16]([C:17]=3[CH2:18][C:6]2([CH3:31])[C:5]1=[O:32])=[CH:15][C:14]([O:19][CH2:20][CH3:21])=[CH:13][CH:12]=4.[CH3:33][NH:34][CH3:35].O. (3) The reactants are: [C:1]([C:3]1[CH:4]=[C:5]([CH:36]=[C:37]([CH3:39])[CH:38]=1)[C:6]([C:8]1[N:13]([CH2:14][C:15]2([CH2:18][C:19]([NH:21]CC3C=CC(OC)=CC=3)=[O:20])[CH2:17][CH2:16]2)[C:12](=[O:31])[NH:11][C:10](=[O:32])[C:9]=1[CH:33]([CH3:35])[CH3:34])=[O:7])#[N:2].O. Given the product [C:1]([C:3]1[CH:4]=[C:5]([CH:36]=[C:37]([CH3:39])[CH:38]=1)[C:6]([C:8]1[N:13]([CH2:14][C:15]2([CH2:18][C:19]([NH2:21])=[O:20])[CH2:16][CH2:17]2)[C:12](=[O:31])[NH:11][C:10](=[O:32])[C:9]=1[CH:33]([CH3:35])[CH3:34])=[O:7])#[N:2], predict the reactants needed to synthesize it. (4) Given the product [O:22]=[C:7]([CH3:1])[CH2:8][CH:9]1[CH2:10][CH2:11][N:12]([C:15]([O:17][C:18]([CH3:19])([CH3:20])[CH3:21])=[O:16])[CH2:13][CH2:14]1, predict the reactants needed to synthesize it. The reactants are: [CH3:1][Mg]Cl.CON(C)[C:7](=[O:22])[CH2:8][CH:9]1[CH2:14][CH2:13][N:12]([C:15]([O:17][C:18]([CH3:21])([CH3:20])[CH3:19])=[O:16])[CH2:11][CH2:10]1. (5) Given the product [Br:21][C:17]1[C:18]([CH3:20])=[CH:19][C:14]([NH:6][CH2:7][CH2:8][OH:9])=[CH:15][C:16]=1[CH3:22], predict the reactants needed to synthesize it. The reactants are: [OH-].[Na+].C([N:6]([C:14]1[CH:19]=[C:18]([CH3:20])[C:17]([Br:21])=[C:16]([CH3:22])[CH:15]=1)[CH2:7][CH2:8][O:9]C(=O)CBr)(=O)C. (6) Given the product [OH:41][CH2:40][C:38]1[N:39]=[C:35]([C:33]2[O:50][C:30]([CH2:29][C:24]([CH3:51])([CH3:23])[C:25]([O:27][CH3:28])=[O:26])=[N:31][N:32]=2)[S:36][C:37]=1[C:2]1[C:11]2[C:6](=[CH:7][CH:8]=[CH:9][CH:10]=2)[C:5]([S:12](=[O:14])(=[O:13])[NH:15][C@@H:16]([CH2:21][CH3:22])[C:17]([F:20])([F:19])[F:18])=[CH:4][CH:3]=1, predict the reactants needed to synthesize it. The reactants are: Br[C:2]1[C:11]2[C:6](=[CH:7][CH:8]=[CH:9][CH:10]=2)[C:5]([S:12]([NH:15][C@@H:16]([CH2:21][CH3:22])[C:17]([F:20])([F:19])[F:18])(=[O:14])=[O:13])=[CH:4][CH:3]=1.[CH3:23][C:24]([CH3:51])([CH2:29][C:30](=[O:50])[NH:31][NH:32][C:33]([C:35]1[S:36][CH:37]=[C:38]([CH2:40][O:41]COCC[Si](C)(C)C)[N:39]=1)=O)[C:25]([O:27][CH3:28])=[O:26].P(C1CCCCC1)(C1CCCCC1)C1CCCCC1.[H+].[B-](F)(F)(F)F.C(O)(C(C)(C)C)=O.C([O-])([O-])=O.[K+].[K+]. (7) Given the product [NH2:1][C:2]1[C:3]2[N:4]([C:45]([C@@H:41]3[CH2:42][CH2:43][CH2:44][C@H:39]([NH:38][C:36](=[O:37])[O:35][CH2:28][C:29]4[CH:34]=[CH:33][CH:32]=[CH:31][CH:30]=4)[CH2:40]3)=[N:9][C:10]=2[Br:11])[CH:5]=[CH:6][N:7]=1, predict the reactants needed to synthesize it. The reactants are: [NH2:1][C:2]1[C:3]2[N:4](C([C@@H]3CCCN(C(OCC4C=CC=CC=4)=O)C3)=[N:9][C:10]=2[Br:11])[CH:5]=[CH:6][N:7]=1.[CH2:28]([O:35][C:36]([NH:38][C@@H:39]1[CH2:44][CH2:43][CH2:42][C@H:41]([C:45](O)=O)[CH2:40]1)=[O:37])[C:29]1[CH:34]=[CH:33][CH:32]=[CH:31][CH:30]=1.